This data is from Full USPTO retrosynthesis dataset with 1.9M reactions from patents (1976-2016). The task is: Predict the reactants needed to synthesize the given product. (1) Given the product [Cl:5][C:6]1[CH:32]=[CH:31][C:9]([CH2:10][NH:11][C:12]([C:14]2[C:15](=[O:30])[C:16]3[C:17]4[N:18]([CH:29]=2)[CH2:19][C:20](=[O:28])[N:21]([CH3:27])[C:22]=4[CH:23]=[C:24]([C:3]#[C:2][CH2:1][OH:4])[CH:25]=3)=[O:13])=[CH:8][CH:7]=1, predict the reactants needed to synthesize it. The reactants are: [CH2:1]([OH:4])[C:2]#[CH:3].[Cl:5][C:6]1[CH:32]=[CH:31][C:9]([CH2:10][NH:11][C:12]([C:14]2[C:15](=[O:30])[C:16]3[C:17]4[N:18]([CH:29]=2)[CH2:19][C:20](=[O:28])[N:21]([CH3:27])[C:22]=4[CH:23]=[C:24](I)[CH:25]=3)=[O:13])=[CH:8][CH:7]=1. (2) Given the product [Br:1][C:2]1[C:6]([NH:23][C:26](=[O:35])[O:20][C:17]([CH3:19])([CH3:18])[CH3:16])=[CH:5][N:4]([C:10]2[CH:11]=[N:12][CH:13]=[CH:14][CH:15]=2)[N:3]=1, predict the reactants needed to synthesize it. The reactants are: [Br:1][C:2]1[C:6](C(O)=O)=[CH:5][N:4]([C:10]2[CH:11]=[N:12][CH:13]=[CH:14][CH:15]=2)[N:3]=1.[CH3:16][C:17]([OH:20])([CH3:19])[CH3:18].C([N:23]([CH2:26]C)CC)C.C1(P(N=[N+]=[N-])(C2C=CC=CC=2)=[O:35])C=CC=CC=1. (3) Given the product [CH3:28][O:27][C:26]1[CH:25]=[CH:24][C:23]2[O:19][C:17]([C:15]3[CH:14]=[CH:13][C:5]4[N:6]([CH:7]5[CH2:8][CH2:9][O:10][CH2:11][CH2:12]5)[C:2]([CH3:1])=[N:3][C:4]=4[CH:16]=3)=[N:32][C:22]=2[CH:21]=1, predict the reactants needed to synthesize it. The reactants are: [CH3:1][C:2]1[N:6]([CH:7]2[CH2:12][CH2:11][O:10][CH2:9][CH2:8]2)[C:5]2[CH:13]=[CH:14][C:15]([C:17]([OH:19])=O)=[CH:16][C:4]=2[N:3]=1.N[C:21]1[C:26]([O:27][CH3:28])=[CH:25][CH:24]=[CH:23][C:22]=1O.CC[N:32]=C=NCCCN(C)C.CS(O)(=O)=O.C(=O)([O-])O.[Na+].